Dataset: Forward reaction prediction with 1.9M reactions from USPTO patents (1976-2016). Task: Predict the product of the given reaction. (1) Given the reactants [Mg].Br[C:3]1[CH:8]=[CH:7][C:6]([Br:9])=[CH:5][CH:4]=1.[CH2:10]=[C:11]1[CH2:16][CH2:15][C:14](=[O:17])[CH2:13][CH2:12]1, predict the reaction product. The product is: [Br:9][C:6]1[CH:7]=[CH:8][C:3]([C:14]2([OH:17])[CH2:15][CH2:16][C:11](=[CH2:10])[CH2:12][CH2:13]2)=[CH:4][CH:5]=1. (2) Given the reactants Br[C:2]1[C:3]2[C:4]3[CH:17]=[CH:16][S:15][C:5]=3[C:6](=[O:14])[NH:7][C:8]=2[CH:9]=[CH:10][C:11]=1[O:12][CH3:13].CC1(C)C(C)(C)OB([C:26]2[CH:31]=[CH:30][C:29]([C@@H:32]([CH3:42])[CH2:33][NH:34][C:35](=[O:41])[O:36][C:37]([CH3:40])([CH3:39])[CH3:38])=[CH:28][CH:27]=2)O1, predict the reaction product. The product is: [CH3:13][O:12][C:11]1[CH:10]=[CH:9][C:8]2[NH:7][C:6](=[O:14])[C:5]3[S:15][CH:16]=[CH:17][C:4]=3[C:3]=2[C:2]=1[C:26]1[CH:27]=[CH:28][C:29]([C@@H:32]([CH3:42])[CH2:33][NH:34][C:35](=[O:41])[O:36][C:37]([CH3:39])([CH3:38])[CH3:40])=[CH:30][CH:31]=1. (3) Given the reactants [NH2:1][C:2]1[CH:11]=[C:10]([O:12][CH3:13])[C:9]([O:14][CH3:15])=[CH:8][C:3]=1[C:4](OC)=O.[CH:16]([NH2:18])=[O:17], predict the reaction product. The product is: [CH3:15][O:14][C:9]1[CH:8]=[C:3]2[C:2](=[CH:11][C:10]=1[O:12][CH3:13])[NH:1][C:16](=[O:17])[N:18]=[CH:4]2. (4) The product is: [O:1]=[CH:2][CH2:3][CH2:4][C:5]1[C:14]2[O:13][CH2:12][C:11]3=[C:15]([C:18]([O:20][CH2:21][CH3:22])=[O:19])[N:16]=[CH:17][N:10]3[C:9]=2[CH:8]=[CH:7][CH:6]=1. Given the reactants [OH:1][CH2:2][CH2:3][CH2:4][C:5]1[C:14]2[O:13][CH2:12][C:11]3=[C:15]([C:18]([O:20][CH2:21][CH3:22])=[O:19])[N:16]=[CH:17][N:10]3[C:9]=2[CH:8]=[CH:7][CH:6]=1.CC(OI1(OC(C)=O)(OC(C)=O)OC(=O)C2C=CC=CC1=2)=O, predict the reaction product. (5) Given the reactants C([O:3][C:4](=[O:40])[C:5]([CH3:39])([O:7][C:8]1[CH:13]=[CH:12][C:11]([O:14][CH2:15][CH2:16][C:17]2[N:18]=[C:19]([C:23]3[CH:28]=[CH:27][CH:26]=[C:25]([C:29]4[C:38]5[C:33](=[CH:34][CH:35]=[CH:36][CH:37]=5)[CH:32]=[CH:31][CH:30]=4)[CH:24]=3)[O:20][C:21]=2[CH3:22])=[CH:10][CH:9]=1)[CH3:6])C.[OH-].[Na+].Cl.C(OCC)(=O)C, predict the reaction product. The product is: [CH3:39][C:5]([O:7][C:8]1[CH:9]=[CH:10][C:11]([O:14][CH2:15][CH2:16][C:17]2[N:18]=[C:19]([C:23]3[CH:28]=[CH:27][CH:26]=[C:25]([C:29]4[C:38]5[C:33](=[CH:34][CH:35]=[CH:36][CH:37]=5)[CH:32]=[CH:31][CH:30]=4)[CH:24]=3)[O:20][C:21]=2[CH3:22])=[CH:12][CH:13]=1)([CH3:6])[C:4]([OH:40])=[O:3]. (6) Given the reactants Br[C:2]1[C:7]2[N:8]=[C:9]([C:11]3[CH:16]=[CH:15][C:14]([O:17]C)=[CH:13][CH:12]=3)[S:10][C:6]=2[CH:5]=[C:4]([O:19]C)[CH:3]=1.IC1[C:27]2[N:28]=C(C3C=CC(OC)=CC=3)SC=2C=C(OC)C=1.[I-].[K+].Cl, predict the reaction product. The product is: [C:27]([C:2]1[C:7]2[N:8]=[C:9]([C:11]3[CH:12]=[CH:13][C:14]([OH:17])=[CH:15][CH:16]=3)[S:10][C:6]=2[CH:5]=[C:4]([OH:19])[CH:3]=1)#[N:28].